From a dataset of Forward reaction prediction with 1.9M reactions from USPTO patents (1976-2016). Predict the product of the given reaction. Given the reactants [CH2:1]([N:9]1[C:18](=[O:19])[C:17]2[C:12](=[CH:13][CH:14]=[CH:15][CH:16]=2)[N:11]=[C:10]1[C:20]1[CH:21]=[C:22](C)[CH:23]=[CH:24][CH:25]=1)[CH2:2][C:3]1[CH:8]=[CH:7][CH:6]=[CH:5][CH:4]=1.C(N1C(=O)C2C(=CC=CC=2)N=C1C1C=CC(C)=CC=1)CC1C=CC=CC=1.COC1C=CC(C2N(CCC3C=CC=CC=3)C(=O)C3C(=CC=CC=3)N=2)=CC=1.COC1C=C(C2N(CCC3C=CC=CC=3)C(=O)C3C(=CC=CC=3)N=2)C=CC=1.[Cl:107]C1C=CC(C2N(CCC3C=CC=CC=3)C(=O)C3C(=CC=CC=3)N=2)=CC=1, predict the reaction product. The product is: [Cl:107][C:21]1[CH:22]=[CH:23][CH:24]=[CH:25][C:20]=1[C:10]1[N:9]([CH2:1][CH2:2][C:3]2[CH:4]=[CH:5][CH:6]=[CH:7][CH:8]=2)[C:18](=[O:19])[C:17]2[C:12](=[CH:13][CH:14]=[CH:15][CH:16]=2)[N:11]=1.